Dataset: Catalyst prediction with 721,799 reactions and 888 catalyst types from USPTO. Task: Predict which catalyst facilitates the given reaction. (1) Reactant: [Cl:1][C:2]1[C:3]([N:15]([CH3:27])[CH:16]2[CH2:26][CH2:25][C:19]3([CH2:24][CH2:23][NH:22][CH2:21][CH2:20]3)[CH2:18][CH2:17]2)=[N:4][C:5]([NH:8][C:9]2[CH:10]=[N:11][N:12]([CH3:14])[CH:13]=2)=[N:6][CH:7]=1.[C:28]([CH2:30][C:31](O)=[O:32])#[N:29].F[P-](F)(F)(F)(F)F.N1(OC(N(C)C)=[N+](C)C)C2N=CC=CC=2N=N1.C(N(CC)CC)C. Product: [Cl:1][C:2]1[C:3]([N:15]([CH3:27])[CH:16]2[CH2:26][CH2:25][C:19]3([CH2:24][CH2:23][N:22]([C:31](=[O:32])[CH2:30][C:28]#[N:29])[CH2:21][CH2:20]3)[CH2:18][CH2:17]2)=[N:4][C:5]([NH:8][C:9]2[CH:10]=[N:11][N:12]([CH3:14])[CH:13]=2)=[N:6][CH:7]=1. The catalyst class is: 306. (2) Reactant: C(O[C:4](=O)[CH2:5][CH2:6][C:7]([N:9]1[CH:13]([CH2:14][C:15]2[CH:20]=[CH:19][CH:18]=[CH:17][CH:16]=2)[CH2:12][O:11][C:10]1=[O:21])=[O:8])C.BrC[C:25]([O:27][C:28]([CH3:31])([CH3:30])[CH3:29])=[O:26]. Product: [CH2:12]([O:11][C:10](=[O:21])[CH:6]([C:7]([N:9]1[CH:13]([CH2:14][C:15]2[CH:16]=[CH:17][CH:18]=[CH:19][CH:20]=2)[CH2:12][O:11][C:10]1=[O:21])=[O:8])[CH2:5][CH2:4][C:25]([O:27][C:28]([CH3:31])([CH3:30])[CH3:29])=[O:26])[CH3:13]. The catalyst class is: 1. (3) Reactant: C([O-])(C)(C)C.[K+].[N+:7]([O:10][CH2:11][CH2:12][CH2:13][O:14][C:15]1[CH:23]=[CH:22][C:18]([C:19]([OH:21])=[O:20])=[CH:17][CH:16]=1)([O-:9])=[O:8].Br[CH2:25][Cl:26].[NH4+].[Cl-]. Product: [N+:7]([O:10][CH2:11][CH2:12][CH2:13][O:14][C:15]1[CH:23]=[CH:22][C:18]([C:19]([O:21][CH2:25][Cl:26])=[O:20])=[CH:17][CH:16]=1)([O-:9])=[O:8]. The catalyst class is: 118. (4) Reactant: [NH2:1][C:2]([CH3:6])([CH3:5])[CH2:3][OH:4].[CH2:7]1[CH2:13][S:10](=[O:12])(=[O:11])[O:9][CH2:8]1. Product: [CH3:5][C:2]([NH:1][CH2:8][CH2:7][CH2:13][S:10]([OH:12])(=[O:11])=[O:9])([CH3:6])[CH2:3][OH:4]. The catalyst class is: 7. (5) Reactant: [Br:1][C:2]1[CH:7]=[CH:6][C:5]([S:8](Cl)(=[O:10])=[O:9])=[CH:4][CH:3]=1.Cl.[F:13][C:14]1([F:20])[CH2:19][CH2:18][NH:17][CH2:16][CH2:15]1.CCN(CC)CC. Product: [Br:1][C:2]1[CH:7]=[CH:6][C:5]([S:8]([N:17]2[CH2:18][CH2:19][C:14]([F:20])([F:13])[CH2:15][CH2:16]2)(=[O:10])=[O:9])=[CH:4][CH:3]=1. The catalyst class is: 1.